This data is from Forward reaction prediction with 1.9M reactions from USPTO patents (1976-2016). The task is: Predict the product of the given reaction. (1) Given the reactants [CH3:1][N:2]([CH3:12])[C:3]1[CH:8]=[CH:7][C:6]([CH2:9][CH2:10]O)=[CH:5][CH:4]=1.S(Cl)([Cl:15])=O, predict the reaction product. The product is: [ClH:15].[Cl:15][CH2:10][CH2:9][C:6]1[CH:7]=[CH:8][C:3]([N:2]([CH3:12])[CH3:1])=[CH:4][CH:5]=1. (2) The product is: [NH2:1][C:2]1[N:3]=[C:4]([C:21]2[CH:26]=[CH:25][CH:24]=[CH:23][CH:22]=2)[C:5]([C:11]2[CH:12]=[CH:13][C:14](=[O:20])[N:15]([CH:17]([CH3:19])[CH3:18])[N:16]=2)=[C:6]([NH:30][CH2:27][CH2:28][CH3:29])[N:7]=1. Given the reactants [NH2:1][C:2]1[N:7]=[C:6](S(C)=O)[C:5]([C:11]2[CH:12]=[CH:13][C:14](=[O:20])[N:15]([CH:17]([CH3:19])[CH3:18])[N:16]=2)=[C:4]([C:21]2[CH:26]=[CH:25][CH:24]=[CH:23][CH:22]=2)[N:3]=1.[CH2:27]([NH2:30])[CH2:28][CH3:29], predict the reaction product. (3) Given the reactants [Cl:1][C:2]1[CH:3]=[CH:4][C:5]([C:23]#[N:24])=[C:6]([C:8]2[C:13]([O:14][CH3:15])=[CH:12][N:11]([CH:16]([CH2:20][CH3:21])[C:17](O)=[O:18])[C:10](=[O:22])[CH:9]=2)[CH:7]=1.[NH2:25][C:26]1[CH:31]=[CH:30][C:29]([C:32]2[O:36][C:35](=[O:37])[NH:34][CH:33]=2)=[CH:28][CH:27]=1, predict the reaction product. The product is: [Cl:1][C:2]1[CH:3]=[CH:4][C:5]([C:23]#[N:24])=[C:6]([C:8]2[C:13]([O:14][CH3:15])=[CH:12][N:11]([CH:16]([CH2:20][CH3:21])[C:17]([NH:25][C:26]3[CH:27]=[CH:28][C:29]([C:32]4[O:36][C:35](=[O:37])[NH:34][CH:33]=4)=[CH:30][CH:31]=3)=[O:18])[C:10](=[O:22])[CH:9]=2)[CH:7]=1. (4) Given the reactants [SH:1][CH2:2][CH2:3][O:4][CH2:5][CH2:6][O:7][CH2:8][CH2:9][O:10][CH2:11][CH2:12][OH:13].[C:14](Cl)([C:27]1[CH:32]=[CH:31][CH:30]=[CH:29][CH:28]=1)([C:21]1[CH:26]=[CH:25][CH:24]=[CH:23][CH:22]=1)[C:15]1[CH:20]=[CH:19][CH:18]=[CH:17][CH:16]=1.C(N(CC)CC)C.C1COCC1, predict the reaction product. The product is: [C:14]([S:1][CH2:2][CH2:3][O:4][CH2:5][CH2:6][O:7][CH2:8][CH2:9][O:10][CH2:11][CH2:12][OH:13])([C:15]1[CH:20]=[CH:19][CH:18]=[CH:17][CH:16]=1)([C:27]1[CH:28]=[CH:29][CH:30]=[CH:31][CH:32]=1)[C:21]1[CH:22]=[CH:23][CH:24]=[CH:25][CH:26]=1. (5) Given the reactants Cl[C:2]1[C:11]2[C:6](=[CH:7][C:8]([F:13])=[CH:9][C:10]=2[F:12])[N:5]=[C:4]([N:14]2[CH2:17][CH2:16][C:15]2=[O:18])[C:3]=1[CH3:19].[O:20]1[CH2:25][CH2:24][N:23]([C:26]2[CH:27]=[C:28]3[NH:34][CH2:33][C:32]4([CH2:39][CH2:38][O:37][CH2:36][CH2:35]4)[C:29]3=[N:30][CH:31]=2)[CH2:22][CH2:21]1, predict the reaction product. The product is: [F:12][C:10]1[CH:9]=[C:8]([F:13])[CH:7]=[C:6]2[C:11]=1[C:2]([N:34]1[C:28]3[C:29](=[N:30][CH:31]=[C:26]([N:23]4[CH2:24][CH2:25][O:20][CH2:21][CH2:22]4)[CH:27]=3)[C:32]3([CH2:39][CH2:38][O:37][CH2:36][CH2:35]3)[CH2:33]1)=[C:3]([CH3:19])[C:4]([N:14]1[CH2:17][CH2:16][C:15]1=[O:18])=[N:5]2. (6) Given the reactants [F:1][C:2]1([C:10](=[O:33])[NH:11][CH2:12][CH2:13][CH2:14][O:15][CH2:16][CH2:17][O:18][CH2:19][CH2:20][O:21][CH2:22][CH2:23][CH2:24][NH:25]C(=O)OC(C)(C)C)[CH2:9][CH2:8][CH2:7][CH2:6][CH2:5][C:4]#[C:3]1.C(O)(C(F)(F)F)=O, predict the reaction product. The product is: [NH2:25][CH2:24][CH2:23][CH2:22][O:21][CH2:20][CH2:19][O:18][CH2:17][CH2:16][O:15][CH2:14][CH2:13][CH2:12][NH:11][C:10]([C:2]1([F:1])[CH2:9][CH2:8][CH2:7][CH2:6][CH2:5][C:4]#[C:3]1)=[O:33]. (7) Given the reactants [ClH:1].[NH:2]1[C:10]2[CH2:9][CH2:8][N:7]([C:11]([N:13]3[CH2:16][C:15]4([CH2:21][CH2:20][N:19](C(OC(C)(C)C)=O)[CH2:18][CH2:17]4)[CH2:14]3)=[O:12])[CH2:6][C:5]=2[N:4]=[N:3]1, predict the reaction product. The product is: [ClH:1].[Cl:1][CH2:16][C:15]1([CH2:14][NH:13][C:11]([N:7]2[CH2:8][CH2:9][C:10]3[NH:2][N:3]=[N:4][C:5]=3[CH2:6]2)=[O:12])[CH2:21][CH2:20][NH:19][CH2:18][CH2:17]1.